This data is from Forward reaction prediction with 1.9M reactions from USPTO patents (1976-2016). The task is: Predict the product of the given reaction. (1) The product is: [CH:2]([C:3]1[C:7]([CH3:8])=[C:6]([CH3:9])[S:5][C:4]=1[C:10]([O:12][CH3:13])=[O:11])=[O:1]. Given the reactants [OH:1][CH2:2][C:3]1[C:7]([CH3:8])=[C:6]([CH3:9])[S:5][C:4]=1[C:10]([O:12][CH3:13])=[O:11], predict the reaction product. (2) Given the reactants Br[C:2]1[S:6][C:5]([C:7]([N:9]([C:11]2[CH:16]=[CH:15][CH:14]=[C:13]([O:17][CH3:18])[CH:12]=2)[CH3:10])=[O:8])=[CH:4][CH:3]=1.[F:19][C:20]1[CH:21]=[C:22](B(O)O)[CH:23]=[CH:24][CH:25]=1, predict the reaction product. The product is: [F:19][C:20]1[CH:25]=[C:24]([C:2]2[S:6][C:5]([C:7]([N:9]([C:11]3[CH:16]=[CH:15][CH:14]=[C:13]([O:17][CH3:18])[CH:12]=3)[CH3:10])=[O:8])=[CH:4][CH:3]=2)[CH:23]=[CH:22][CH:21]=1. (3) Given the reactants N1CCCCC1.[ClH:7].[CH2:8]([C:11]1([N:21]2[CH2:26][CH2:25][CH2:24][CH2:23][CH2:22]2)[CH2:16][C:15]([CH3:18])([CH3:17])[CH2:14][C:13]([CH3:20])([CH3:19])[CH2:12]1)[CH:9]=[CH2:10].BrCC#C, predict the reaction product. The product is: [ClH:7].[CH3:17][C:15]1([CH3:18])[CH2:14][C:13]([CH3:19])([CH3:20])[CH2:12][C:11]([N:21]2[CH2:26][CH2:25][CH2:24][CH2:23][CH2:22]2)([CH2:8][C:9]#[CH:10])[CH2:16]1. (4) The product is: [Cl:10][C:11]1[C:12](/[CH:13]=[N:7]/[S:6](=[O:9])(=[O:8])[N:2]([CH:3]([CH3:5])[CH3:4])[CH3:1])=[CH:15][C:16]([N:20]2[C:25](=[O:26])[CH:24]=[C:23]([C:27]([F:30])([F:28])[F:29])[N:22]([CH3:31])[C:21]2=[O:32])=[C:17]([F:19])[CH:18]=1. Given the reactants [CH3:1][N:2]([S:6](=[O:9])(=[O:8])[NH2:7])[CH:3]([CH3:5])[CH3:4].[Cl:10][C:11]1[CH:18]=[C:17]([F:19])[C:16]([N:20]2[C:25](=[O:26])[CH:24]=[C:23]([C:27]([F:30])([F:29])[F:28])[N:22]([CH3:31])[C:21]2=[O:32])=[CH:15][C:12]=1[CH:13]=O, predict the reaction product. (5) Given the reactants [C:9](O[C:9]([O:11][C:12]([CH3:15])([CH3:14])[CH3:13])=[O:10])([O:11][C:12]([CH3:15])([CH3:14])[CH3:13])=[O:10].[NH:16]1[CH:20]=[CH:19][C:18]([NH2:21])=[N:17]1, predict the reaction product. The product is: [NH:16]1[CH:20]=[CH:19][C:18]([NH:21][C:9](=[O:10])[O:11][C:12]([CH3:13])([CH3:14])[CH3:15])=[N:17]1. (6) Given the reactants [N+:1]([C:4]1[CH:12]=[CH:11][C:10]2[N:9]3[C:13](=[O:21])[O:14][C@@H:15]([CH2:16][NH:17][C:18](=[O:20])[CH3:19])[C@@H:8]3[CH2:7][C:6]=2[CH:5]=1)([O-])=O, predict the reaction product. The product is: [NH2:1][C:4]1[CH:12]=[CH:11][C:10]2[N:9]3[C:13](=[O:21])[O:14][C@@H:15]([CH2:16][NH:17][C:18](=[O:20])[CH3:19])[C@@H:8]3[CH2:7][C:6]=2[CH:5]=1. (7) Given the reactants CC[O:3][C:4]([CH:6]1[C:8](C)(C)[CH:7]1[CH:11]=C(C)C)=[O:5].[Mn]([O-])(=O)(=O)=[O:16].[K+].C[C:22]([CH3:24])=[O:23], predict the reaction product. The product is: [CH3:8][C:7]1([CH3:11])[CH:6]([C:4]([OH:3])=[O:5])[CH:24]1[C:22]([OH:16])=[O:23].